This data is from Full USPTO retrosynthesis dataset with 1.9M reactions from patents (1976-2016). The task is: Predict the reactants needed to synthesize the given product. The reactants are: C(N(CC)C(S[CH:7]([CH3:17])[C:8]([NH:10][C:11]([CH3:16])([CH3:15])[C:12]([OH:14])=[O:13])=[O:9])=S)C.[CH3:20][C:21]1([CH3:30])[N:26]([O])[C:25]([CH3:29])([CH3:28])[CH2:24][CH2:23][CH2:22]1.C(OCC)(=[O:33])C. Given the product [CH3:16][C:11]([NH:10][C:8](=[O:9])[CH:7]([O:33][N:26]1[C:21]([CH3:30])([CH3:20])[CH2:22][CH2:23][CH2:24][C:25]1([CH3:29])[CH3:28])[CH3:17])([CH3:15])[C:12]([OH:14])=[O:13], predict the reactants needed to synthesize it.